From a dataset of Full USPTO retrosynthesis dataset with 1.9M reactions from patents (1976-2016). Predict the reactants needed to synthesize the given product. (1) The reactants are: [CH3:1][C:2]1[N:3]=[C:4]([C:8]2[CH:13]=[CH:12][N:11]3[CH:14]=[CH:15][N:16]=[C:10]3[CH:9]=2)[N:5]=[N:6][CH:7]=1.[I:17]NC(=O)CCC(N)=O.C(OCC)C. Given the product [I:17][C:14]1[N:11]2[CH:12]=[CH:13][C:8]([C:4]3[N:5]=[N:6][CH:7]=[C:2]([CH3:1])[N:3]=3)=[CH:9][C:10]2=[N:16][CH:15]=1, predict the reactants needed to synthesize it. (2) Given the product [NH2:20][C:18]([C:12]1[C:11]2[C:16](=[CH:17][N:9]([C:6]3[CH:5]=[CH:4][C:3]([C:1]([OH:26])=[O:2])=[CH:8][CH:7]=3)[N:10]=2)[CH:15]=[CH:14][CH:13]=1)=[O:19].[ClH:27], predict the reactants needed to synthesize it. The reactants are: [CH:1]([C:3]1[CH:8]=[CH:7][C:6]([N:9]2[CH:17]=[C:16]3[C:11]([C:12]([C:18]([NH2:20])=[O:19])=[CH:13][CH:14]=[CH:15]3)=[N:10]2)=[CH:5][CH:4]=1)=[O:2].CC(=CC)C.[O-:26][Cl:27]=O.[Na+]. (3) The reactants are: [C:1]([C:4]1[CH:11]=[CH:10][C:7]([C:8]#[N:9])=[CH:6][C:5]=1[Cl:12])(=[O:3])[CH3:2].[B].[Na]. Given the product [Cl:12][C:5]1[CH:6]=[C:7]([CH:10]=[CH:11][C:4]=1[CH:1]([OH:3])[CH3:2])[C:8]#[N:9], predict the reactants needed to synthesize it. (4) Given the product [C:25]([O:29][C:30]([N:32]1[CH2:36][CH2:35][CH2:34][CH:33]1[C:37]1[NH:38][C:39]([C:42]2[CH:47]=[CH:46][C:45]([C:21]3[CH:22]=[CH:23][C:18]([C:15]4[NH:14][C:13]([CH:10]5[CH2:11][CH2:12][N:8]([C:6]([O:5][C:1]([CH3:4])([CH3:3])[CH3:2])=[O:7])[CH2:9]5)=[N:17][CH:16]=4)=[CH:19][CH:20]=3)=[CH:44][CH:43]=2)=[CH:40][N:41]=1)=[O:31])([CH3:28])([CH3:26])[CH3:27], predict the reactants needed to synthesize it. The reactants are: [C:1]([O:5][C:6]([N:8]1[CH2:12][CH2:11][CH:10]([C:13]2[NH:14][C:15]([C:18]3[CH:23]=[CH:22][C:21](Br)=[CH:20][CH:19]=3)=[CH:16][N:17]=2)[CH2:9]1)=[O:7])([CH3:4])([CH3:3])[CH3:2].[C:25]([O:29][C:30]([N:32]1[CH2:36][CH2:35][CH2:34][CH:33]1[C:37]1[NH:38][C:39]([C:42]2[CH:47]=[CH:46][C:45](B3OC(C)(C)C(C)(C)O3)=[CH:44][CH:43]=2)=[CH:40][N:41]=1)=[O:31])([CH3:28])([CH3:27])[CH3:26].C([O-])(O)=O.[Na+]. (5) Given the product [F:39][C:36]1[N:37]=[CH:38][C:33]([C@H:31]([N:28]2[CH2:27][CH2:26][N:25]([C:23]([O:22][C:18]([CH3:19])([CH3:21])[CH3:20])=[O:24])[CH2:30][CH2:29]2)[CH3:32])=[CH:34][C:35]=1[C:2]1[N:10]=[C:9]([CH3:11])[N:8]=[C:7]2[C:3]=1[N:4]=[CH:5][N:6]2[CH:12]1[CH2:17][CH2:16][CH2:15][CH2:14][O:13]1, predict the reactants needed to synthesize it. The reactants are: Cl[C:2]1[N:10]=[C:9]([CH3:11])[N:8]=[C:7]2[C:3]=1[N:4]=[CH:5][N:6]2[CH:12]1[CH2:17][CH2:16][CH2:15][CH2:14][O:13]1.[C:18]([O:22][C:23]([N:25]1[CH2:30][CH2:29][N:28]([C@@H:31]([C:33]2[CH:34]=[C:35](B(O)O)[C:36]([F:39])=[N:37][CH:38]=2)[CH3:32])[CH2:27][CH2:26]1)=[O:24])([CH3:21])([CH3:20])[CH3:19].C([O-])(=O)C.[K+]. (6) Given the product [Cl:19][C:17]1[CH:18]=[C:13]([S:12][C:9]2[N:8]=[C:7]3[C:21]([NH2:1])=[N:22][NH:5][C:6]3=[CH:11][CH:10]=2)[CH:14]=[C:15]([Cl:20])[CH:16]=1, predict the reactants needed to synthesize it. The reactants are: [N:1]([O-])=O.[Na+].[NH2:5][C:6]1[C:7]([C:21]#[N:22])=[N:8][C:9]([S:12][C:13]2[CH:18]=[C:17]([Cl:19])[CH:16]=[C:15]([Cl:20])[CH:14]=2)=[CH:10][CH:11]=1.O.O.Cl[Sn]Cl. (7) Given the product [C:1]([O:5][C:6](=[O:15])[NH:7][CH2:8][CH:9]1[CH2:14][CH2:13][CH2:12][N:11]([C:17]2[CH:22]=[CH:21][C:20]([C:23]([F:26])([F:25])[F:24])=[CH:19][CH:18]=2)[CH2:10]1)([CH3:4])([CH3:2])[CH3:3], predict the reactants needed to synthesize it. The reactants are: [C:1]([O:5][C:6](=[O:15])[NH:7][CH2:8][CH:9]1[CH2:14][CH2:13][CH2:12][NH:11][CH2:10]1)([CH3:4])([CH3:3])[CH3:2].Br[C:17]1[CH:22]=[CH:21][C:20]([C:23]([F:26])([F:25])[F:24])=[CH:19][CH:18]=1.CC(C)([O-])C.[Na+].C1C=CC(P(C2C=CC3C(=CC=CC=3)C=2C2C3C(=CC=CC=3)C=CC=2P(C2C=CC=CC=2)C2C=CC=CC=2)C2C=CC=CC=2)=CC=1. (8) Given the product [CH3:1][O:2][C:3](=[O:12])[C:4]1[CH:9]=[CH:8][C:7]([CH:10]([OH:11])[CH2:13][CH3:14])=[CH:6][CH:5]=1, predict the reactants needed to synthesize it. The reactants are: [CH3:1][O:2][C:3](=[O:12])[C:4]1[CH:9]=[CH:8][C:7]([CH:10]=[O:11])=[CH:6][CH:5]=1.[CH2:13]([Mg]Br)[CH3:14]. (9) Given the product [F:7][C:8]1[CH:9]=[C:10]([C:14](=[O:20])[CH2:15][CH2:16][CH2:17][CH2:18][N:35]2[CH2:36][CH2:37][CH:32]([C:28]3[CH:27]=[C:26]([NH:25][C:23](=[O:24])[CH:22]([CH3:21])[CH3:38])[CH:31]=[CH:30][CH:29]=3)[CH2:33][CH2:34]2)[CH:11]=[CH:12][CH:13]=1, predict the reactants needed to synthesize it. The reactants are: C([O-])([O-])=O.[K+].[K+].[F:7][C:8]1[CH:9]=[C:10]([C:14](=[O:20])[CH2:15][CH2:16][CH2:17][CH2:18]Cl)[CH:11]=[CH:12][CH:13]=1.[CH3:21][CH:22]([CH3:38])[C:23]([NH:25][C:26]1[CH:31]=[CH:30][CH:29]=[C:28]([CH:32]2[CH2:37][CH2:36][NH:35][CH2:34][CH2:33]2)[CH:27]=1)=[O:24].